This data is from Catalyst prediction with 721,799 reactions and 888 catalyst types from USPTO. The task is: Predict which catalyst facilitates the given reaction. The catalyst class is: 23. Product: [Br:15][N:16]([NH:8][C:5]1[CH:4]=[CH:3][CH:2]=[CH:7][CH:6]=1)[C:30]([NH2:27])=[O:38]. Reactant: Cl[C:2]1[CH:7]=[CH:6][C:5]([N:8]=C=O)=[CH:4][C:3]=1C(F)(F)F.[Br:15][N:16](C)NC1C=CC=CC=1.CC[N:27]([CH2:30]C)CC.NN.CN(C=[O:38])C.